Dataset: Forward reaction prediction with 1.9M reactions from USPTO patents (1976-2016). Task: Predict the product of the given reaction. Given the reactants [Cl:1][CH2:2][C@H:3]1[C:11]2[C:10]3[CH:12]=[CH:13][CH:14]=[CH:15][C:9]=3[C:8]([OH:16])=[CH:7][C:6]=2[N:5](C(OC(C)(C)C)=O)[CH2:4]1.Cl, predict the reaction product. The product is: [Cl:1][CH2:2][C@H:3]1[C:11]2[C:10]3[CH:12]=[CH:13][CH:14]=[CH:15][C:9]=3[C:8]([OH:16])=[CH:7][C:6]=2[NH:5][CH2:4]1.